Dataset: Catalyst prediction with 721,799 reactions and 888 catalyst types from USPTO. Task: Predict which catalyst facilitates the given reaction. (1) Reactant: [F:1][C:2]([F:10])([F:9])[CH:3]([OH:8])[CH2:4][C:5]([NH2:7])=O.[H-].[H-].[H-].[H-].[Li+].[Al+3].O.[OH-].[Na+]. Product: [NH2:7][CH2:5][CH2:4][CH:3]([OH:8])[C:2]([F:10])([F:9])[F:1]. The catalyst class is: 1. (2) Reactant: [C:1]12([C:12]([O:14]C)=[O:13])[CH2:7][C:4]([C:8]([O:10][CH3:11])=[O:9])([CH2:5][CH2:6]1)[CH2:3][CH2:2]2.C1COCC1.[OH-].[Na+]. Product: [CH3:11][O:10][C:8]([C:4]12[CH2:7][C:1]([C:12]([OH:14])=[O:13])([CH2:6][CH2:5]1)[CH2:2][CH2:3]2)=[O:9]. The catalyst class is: 5. (3) Reactant: Cl[C:2]1[CH:7]=[N:6][CH:5]=[C:4]([Cl:8])[N:3]=1.[NH2:9][C:10]1[C:18]([Cl:19])=[CH:17][C:13]([C:14]([OH:16])=[O:15])=[C:12]([O:20][CH3:21])[CH:11]=1.CC([O-])(C)C.[Na+].CC1(C)C2C(=C(P(C3C=CC=CC=3)C3C=CC=CC=3)C=CC=2)OC2C(P(C3C=CC=CC=3)C3C=CC=CC=3)=CC=CC1=2. Product: [Cl:19][C:18]1[C:10]([NH:9][C:2]2[CH:7]=[N:6][CH:5]=[C:4]([Cl:8])[N:3]=2)=[CH:11][C:12]([O:20][CH3:21])=[C:13]([CH:17]=1)[C:14]([OH:16])=[O:15]. The catalyst class is: 62. (4) The catalyst class is: 10. Product: [CH:14]1([NH:17][CH2:2][C:3]([N:5]2[C@@H:9]([C:10]#[CH:11])[CH2:8][CH2:7][C@H:6]2[C:12]#[N:13])=[O:4])[CH2:16][CH2:15]1. Reactant: Cl[CH2:2][C:3]([N:5]1[C@@H:9]([C:10]#[CH:11])[CH2:8][CH2:7][C@H:6]1[C:12]#[N:13])=[O:4].[CH:14]1([NH2:17])[CH2:16][CH2:15]1. (5) Reactant: [C:1]1([CH3:11])[CH:6]=[CH:5][C:4]([S:7](Cl)(=[O:9])=[O:8])=[CH:3][CH:2]=1.[CH3:12][O:13][C:14](=[O:38])[C:15]1[CH:20]=[CH:19][CH:18]=[C:17]([CH2:21][N:22]2[C:27](=[O:28])[CH:26]=[CH:25][C:24]([C:29]3[CH:34]=[CH:33][CH:32]=[C:31]([CH2:35][CH2:36][OH:37])[CH:30]=3)=[N:23]2)[CH:16]=1. Product: [CH3:12][O:13][C:14](=[O:38])[C:15]1[CH:20]=[CH:19][CH:18]=[C:17]([CH2:21][N:22]2[C:27](=[O:28])[CH:26]=[CH:25][C:24]([C:29]3[CH:34]=[CH:33][CH:32]=[C:31]([CH2:35][CH2:36][O:37][S:7]([C:4]4[CH:5]=[CH:6][C:1]([CH3:11])=[CH:2][CH:3]=4)(=[O:9])=[O:8])[CH:30]=3)=[N:23]2)[CH:16]=1. The catalyst class is: 2. (6) Reactant: Cl[C:2]1[N:7]=[C:6]([NH:8][C:9]2[CH:14]=[CH:13][C:12]([F:15])=[CH:11][CH:10]=2)[N:5]=[C:4]([NH:16][CH2:17][CH2:18][CH3:19])[N:3]=1.[CH2:20]([NH2:23])[C:21]#[CH:22].C([O-])(O)=O.[Na+]. Product: [F:15][C:12]1[CH:13]=[CH:14][C:9]([NH:8][C:6]2[N:5]=[C:4]([NH:16][CH2:17][CH2:18][CH3:19])[N:3]=[C:2]([NH:23][CH2:20][C:21]#[CH:22])[N:7]=2)=[CH:10][CH:11]=1. The catalyst class is: 12.